This data is from Catalyst prediction with 721,799 reactions and 888 catalyst types from USPTO. The task is: Predict which catalyst facilitates the given reaction. (1) Reactant: [CH3:1][N:2]1[CH2:8][C:6](=[O:7])[NH:5][C:3]1=[O:4].[CH3:9][O:10][C:11]1[CH:18]=[CH:17][C:14]([CH2:15]Cl)=[CH:13][CH:12]=1.C(=O)([O-])[O-].[Cs+].[Cs+]. Product: [CH3:9][O:10][C:11]1[CH:18]=[CH:17][C:14]([CH2:15][N:5]2[C:6](=[O:7])[CH2:8][N:2]([CH3:1])[C:3]2=[O:4])=[CH:13][CH:12]=1. The catalyst class is: 3. (2) Reactant: [NH2:1][C:2]1[S:3][CH:4]=[CH:5][N:6]=1.[C:7]([N+:11]#[C-:12])([CH3:10])([CH3:9])[CH3:8].[N:13]1[CH:18]=[CH:17][CH:16]=[CH:15][C:14]=1[CH:19]=O. Product: [C:7]([NH:11][C:12]1[N:6]2[C:2]([S:3][CH:4]=[CH:5]2)=[N:1][C:19]=1[C:14]1[CH:15]=[CH:16][CH:17]=[CH:18][N:13]=1)([CH3:10])([CH3:9])[CH3:8]. The catalyst class is: 519. (3) Reactant: [CH2:1]([O:8][C:9]1[CH:10]=[CH:11][C:12]([Br:16])=[C:13]([CH:15]=1)[NH2:14])[C:2]1[CH:7]=[CH:6][CH:5]=[CH:4][CH:3]=1.[CH:17]1([C:22](O)=[O:23])[CH2:21][CH2:20][CH2:19][CH2:18]1.CCN=C=NCCCN(C)C. Product: [CH2:1]([O:8][C:9]1[CH:10]=[CH:11][C:12]([Br:16])=[C:13]([NH:14][C:22]([CH:17]2[CH2:21][CH2:20][CH2:19][CH2:18]2)=[O:23])[CH:15]=1)[C:2]1[CH:3]=[CH:4][CH:5]=[CH:6][CH:7]=1. The catalyst class is: 154. (4) Reactant: CCN(C(C)C)C(C)C.[Cl:10][C:11]1[CH:12]=[N:13][N:14]([CH3:24])[C:15]=1[N:16]1[CH:20]=[C:19]([C:21]([OH:23])=O)[N:18]=[CH:17]1.[NH2:25][C@@H:26]([CH2:39][C:40]1[CH:45]=[CH:44][C:43]([F:46])=[C:42]([F:47])[CH:41]=1)[CH2:27][N:28]1[C:36](=[O:37])[C:35]2[C:30](=[CH:31][CH:32]=[CH:33][CH:34]=2)[C:29]1=[O:38].C1CN([P+](Br)(N2CCCC2)N2CCCC2)CC1.F[P-](F)(F)(F)(F)F. Product: [Cl:10][C:11]1[CH:12]=[N:13][N:14]([CH3:24])[C:15]=1[N:16]1[CH:20]=[C:19]([C:21]([NH:25][C@H:26]([CH2:27][N:28]2[C:29](=[O:38])[C:30]3[C:35](=[CH:34][CH:33]=[CH:32][CH:31]=3)[C:36]2=[O:37])[CH2:39][C:40]2[CH:45]=[CH:44][C:43]([F:46])=[C:42]([F:47])[CH:41]=2)=[O:23])[N:18]=[CH:17]1. The catalyst class is: 4. (5) Reactant: [Cl:1][C:2]1[CH:7]=[CH:6][C:5]([NH:8][NH2:9])=[CH:4][CH:3]=1.C([O:12][C:13](=O)[CH2:14][C:15]([CH3:17])=O)C. Product: [Cl:1][C:2]1[CH:7]=[CH:6][C:5]([N:8]2[C:13](=[O:12])[CH2:14][C:15]([CH3:17])=[N:9]2)=[CH:4][CH:3]=1. The catalyst class is: 15. (6) Reactant: [C:1]([O:5][C:6](=[O:35])[N:7]([CH2:11][CH2:12][CH2:13][N:14]1[C:22]([CH2:23][C:24]2[C:32]([I:33])=[CH:31][C:27]3[O:28][CH2:29][O:30][C:26]=3[CH:25]=2)=[N:21][C:20]2[C:19](=[O:34])[NH:18][CH:17]=[N:16][C:15]1=2)[CH:8]([CH3:10])[CH3:9])([CH3:4])([CH3:3])[CH3:2].C([O-])([O-])=O.[K+].[K+].Cl[C:43]1[CH:48]=[CH:47][C:46]([N+:49]([O-:51])=[O:50])=[CH:45][C:44]=1[N+:52]([O-:54])=[O:53]. Product: [C:1]([O:5][C:6](=[O:35])[N:7]([CH2:11][CH2:12][CH2:13][N:14]1[C:22]([CH2:23][C:24]2[C:32]([I:33])=[CH:31][C:27]3[O:28][CH2:29][O:30][C:26]=3[CH:25]=2)=[N:21][C:20]2[C:19](=[O:34])[N:18]([C:47]3[CH:48]=[CH:43][C:44]([N+:52]([O-:54])=[O:53])=[CH:45][C:46]=3[N+:49]([O-:51])=[O:50])[CH:17]=[N:16][C:15]1=2)[CH:8]([CH3:10])[CH3:9])([CH3:3])([CH3:4])[CH3:2]. The catalyst class is: 3. (7) Reactant: [CH2:1]([N:8]1[C:16]2[C:15](=[O:17])[N:14]([CH2:18][CH2:19][CH2:20][O:21]C3CCCCO3)[C:13](=[O:28])[N:12](COCC[Si](C)(C)C)[C:11]=2[N:10]=[C:9]1[Cl:37])[C:2]1[CH:7]=[CH:6][CH:5]=[CH:4][CH:3]=1.Cl. Product: [CH2:1]([N:8]1[C:16]2[C:15](=[O:17])[N:14]([CH2:18][CH2:19][CH2:20][OH:21])[C:13](=[O:28])[NH:12][C:11]=2[N:10]=[C:9]1[Cl:37])[C:2]1[CH:7]=[CH:6][CH:5]=[CH:4][CH:3]=1. The catalyst class is: 8. (8) Reactant: [NH2:1][C:2]1[C:3]([NH:32][CH2:33][CH2:34][C:35]([OH:37])=O)=[N:4][C:5]([C:14]2[CH:19]=[CH:18][C:17]([C:20]3([NH:24][C:25]([O:27][C:28]([CH3:31])([CH3:30])[CH3:29])=[O:26])[CH2:23][CH2:22][CH2:21]3)=[CH:16][CH:15]=2)=[C:6]([C:8]2[CH:13]=[CH:12][CH:11]=[CH:10][CH:9]=2)[CH:7]=1.C(Cl)CCl.C1C=CC2N(O)N=NC=2C=1.O. Product: [C:28]([O:27][C:25](=[O:26])[NH:24][C:20]1([C:17]2[CH:18]=[CH:19][C:14]([C:5]3[C:6]([C:8]4[CH:9]=[CH:10][CH:11]=[CH:12][CH:13]=4)=[CH:7][C:2]4[NH:1][C:35](=[O:37])[CH2:34][CH2:33][NH:32][C:3]=4[N:4]=3)=[CH:15][CH:16]=2)[CH2:21][CH2:22][CH2:23]1)([CH3:30])([CH3:31])[CH3:29]. The catalyst class is: 3. (9) Reactant: [CH3:1][C:2]1[CH:7]=[C:6]([O:8][CH:9]2[CH2:14][CH2:13][O:12][CH2:11][CH2:10]2)[CH:5]=[CH:4][C:3]=1[C:15]1[C:19]2[CH:20]=[C:21]([CH2:24][O:25][C:26]3[CH:31]=[CH:30][C:29]([C:32]4([CH2:37][C:38]([O:40]CC)=[O:39])[CH2:35][C:34](=[O:36])[CH2:33]4)=[CH:28][CH:27]=3)[CH:22]=[CH:23][C:18]=2[S:17][CH:16]=1.[OH-].[Na+].Cl. Product: [CH3:1][C:2]1[CH:7]=[C:6]([O:8][CH:9]2[CH2:10][CH2:11][O:12][CH2:13][CH2:14]2)[CH:5]=[CH:4][C:3]=1[C:15]1[C:19]2[CH:20]=[C:21]([CH2:24][O:25][C:26]3[CH:31]=[CH:30][C:29]([C:32]4([CH2:37][C:38]([OH:40])=[O:39])[CH2:35][C:34](=[O:36])[CH2:33]4)=[CH:28][CH:27]=3)[CH:22]=[CH:23][C:18]=2[S:17][CH:16]=1. The catalyst class is: 23. (10) Reactant: [CH2:1]=[O:2].[Cl-].[Mg+2].[Cl-].C(N(CC)CC)C.[F:13][C:14]1[CH:19]=[CH:18][C:17]([CH3:20])=[CH:16][C:15]=1[OH:21].Cl. Product: [F:13][C:14]1[C:15]([OH:21])=[C:16]([C:17]([CH3:20])=[CH:18][CH:19]=1)[CH:1]=[O:2]. The catalyst class is: 10.